Dataset: Full USPTO retrosynthesis dataset with 1.9M reactions from patents (1976-2016). Task: Predict the reactants needed to synthesize the given product. (1) Given the product [NH2:9][C@@:8]1([C:6]2[CH:7]=[C:2]([Br:1])[CH:3]=[CH:4][C:5]=2[F:20])[CH2:15][O:14][C@H:13]([C:16]([F:19])([F:18])[CH3:17])[C@H:12]1[CH2:11][OH:10], predict the reactants needed to synthesize it. The reactants are: [Br:1][C:2]1[CH:3]=[CH:4][C:5]([F:20])=[C:6]([C@:8]23[CH2:15][O:14][C@H:13]([C:16]([F:19])([F:18])[CH3:17])[C@H:12]2[CH2:11][O:10][NH:9]3)[CH:7]=1.C(=O)([O-])[O-].[Na+].[Na+]. (2) Given the product [CH2:28]([N:32]1[CH2:37][CH2:36][N:35]([C:1](=[NH:2])[C:3]2[CH:4]=[C:5]([NH:9][C:10]([NH:12][C:13]3[CH:14]=[CH:15][C:16]([S:19]([N:22]4[CH2:27][CH2:26][O:25][CH2:24][CH2:23]4)(=[O:21])=[O:20])=[CH:17][CH:18]=3)=[O:11])[CH:6]=[CH:7][CH:8]=2)[CH2:34][CH2:33]1)[CH2:29][CH2:30][CH3:31], predict the reactants needed to synthesize it. The reactants are: [C:1]([C:3]1[CH:4]=[C:5]([NH:9][C:10]([NH:12][C:13]2[CH:18]=[CH:17][C:16]([S:19]([N:22]3[CH2:27][CH2:26][O:25][CH2:24][CH2:23]3)(=[O:21])=[O:20])=[CH:15][CH:14]=2)=[O:11])[CH:6]=[CH:7][CH:8]=1)#[N:2].[CH2:28]([N:32]1[CH2:37][CH2:36][NH:35][CH2:34][CH2:33]1)[CH2:29][CH2:30][CH3:31]. (3) Given the product [NH2:1][CH2:4][C:5]1[CH:6]=[CH:7][C:8]([S:11]([NH2:14])(=[O:12])=[O:13])=[CH:9][CH:10]=1, predict the reactants needed to synthesize it. The reactants are: [N:1]([CH2:4][C:5]1[CH:10]=[CH:9][C:8]([S:11]([NH2:14])(=[O:13])=[O:12])=[CH:7][CH:6]=1)=[N+]=[N-]. (4) The reactants are: NC1N=C(NC2C=CC(S[CH2:25][C:26]([NH2:28])=[O:27])=CC=2)SC=1C(=O)C1C(Cl)=CC=CC=1Cl.[NH2:29][C:30]1[N:31]=[C:32]([NH:45][C:46]2[CH:51]=[CH:50][CH:49]=[C:48]([SH:52])[CH:47]=2)[S:33][C:34]=1[C:35](=[O:44])[C:36]1[C:41]([Cl:42])=[CH:40][CH:39]=[CH:38][C:37]=1[Cl:43].BrCC(N)=O. Given the product [NH2:29][C:30]1[N:31]=[C:32]([NH:45][C:46]2[CH:47]=[C:48]([S:52][CH2:25][C:26]([NH2:28])=[O:27])[CH:49]=[CH:50][CH:51]=2)[S:33][C:34]=1[C:35](=[O:44])[C:36]1[C:37]([Cl:43])=[CH:38][CH:39]=[CH:40][C:41]=1[Cl:42], predict the reactants needed to synthesize it. (5) The reactants are: [CH2:1]([O:9][C:10]1[CH:15]=[CH:14][C:13]([C:16]2[CH:17]=[N:18][CH:19]=[CH:20][CH:21]=2)=[CH:12][CH:11]=1)[CH2:2][CH2:3][CH2:4][CH2:5][CH2:6][CH2:7][CH3:8].Cl. Given the product [CH2:1]([O:9][C:10]1[CH:11]=[CH:12][C:13]([CH:16]2[CH2:21][CH2:20][CH2:19][NH:18][CH2:17]2)=[CH:14][CH:15]=1)[CH2:2][CH2:3][CH2:4][CH2:5][CH2:6][CH2:7][CH3:8], predict the reactants needed to synthesize it. (6) Given the product [CH:11]1([C:7]2[C:6]([C:4]([OH:5])=[O:3])=[CH:10][O:9][N:8]=2)[CH2:12][CH2:13]1, predict the reactants needed to synthesize it. The reactants are: C([O:3][C:4]([C:6]1[C:7]([CH:11]2[CH2:13][CH2:12]2)=[N:8][O:9][CH:10]=1)=[O:5])C.[OH-].[Na+].Cl. (7) Given the product [F:17][C:18]1[CH:26]=[CH:25][C:21]([C:22]([C:4]2[CH:5]=[CH:6][C:1]([C:7]3[CH:8]=[CH:9][CH:10]=[CH:11][CH:12]=3)=[CH:2][CH:3]=2)=[O:23])=[CH:20][CH:19]=1, predict the reactants needed to synthesize it. The reactants are: [C:1]1([C:7]2[CH:12]=[CH:11][CH:10]=[CH:9][CH:8]=2)[CH:6]=[CH:5][CH:4]=[CH:3][CH:2]=1.[Cl-].[Al+3].[Cl-].[Cl-].[F:17][C:18]1[CH:26]=[CH:25][C:21]([C:22](Cl)=[O:23])=[CH:20][CH:19]=1.Cl.